Dataset: Forward reaction prediction with 1.9M reactions from USPTO patents (1976-2016). Task: Predict the product of the given reaction. Given the reactants [S:1]1[C:5]2[CH:6]=[CH:7][CH:8]=[CH:9][C:4]=2[C:3]([N:10]2[CH2:15][CH2:14][N:13]([CH2:16][CH2:17][C:18]3[CH:23]=[CH:22][CH:21]=[CH:20][C:19]=3[NH:24][CH3:25])[CH2:12][CH2:11]2)=[N:2]1.C(N(CC)CC)C.[C:33](Cl)(=[O:35])[CH3:34], predict the reaction product. The product is: [S:1]1[C:5]2[CH:6]=[CH:7][CH:8]=[CH:9][C:4]=2[C:3]([N:10]2[CH2:15][CH2:14][N:13]([CH2:16][CH2:17][C:18]3[CH:23]=[CH:22][CH:21]=[CH:20][C:19]=3[N:24]([CH3:25])[C:33](=[O:35])[CH3:34])[CH2:12][CH2:11]2)=[N:2]1.